This data is from Full USPTO retrosynthesis dataset with 1.9M reactions from patents (1976-2016). The task is: Predict the reactants needed to synthesize the given product. (1) Given the product [C:6]([NH:9][C:10]([CH2:21][C:22]([C:23]1[CH:28]=[CH:27][C:26]([S:29][C:30]2[CH:31]=[CH:32][C:33]([C:3](=[O:4])[CH2:2][Cl:1])=[CH:34][CH:35]=2)=[CH:25][CH:24]=1)=[O:36])([C:16]([O:18][CH2:19][CH3:20])=[O:17])[C:11]([O:13][CH2:14][CH3:15])=[O:12])(=[O:8])[CH3:7], predict the reactants needed to synthesize it. The reactants are: [Cl:1][CH2:2][C:3](Cl)=[O:4].[C:6]([NH:9][C:10]([CH2:21][C:22](=[O:36])[C:23]1[CH:28]=[CH:27][C:26]([S:29][C:30]2[CH:35]=[CH:34][CH:33]=[CH:32][CH:31]=2)=[CH:25][CH:24]=1)([C:16]([O:18][CH2:19][CH3:20])=[O:17])[C:11]([O:13][CH2:14][CH3:15])=[O:12])(=[O:8])[CH3:7].[Al+3].[Cl-].[Cl-].[Cl-]. (2) Given the product [O:1]=[C:2]([C:20]1[S:21][C:22]([C:25]2[CH:26]=[CH:27][C:28]([C:31]([F:34])([F:32])[F:33])=[CH:29][CH:30]=2)=[CH:23][CH:24]=1)[CH2:3][CH2:4][C:5]1[CH:6]=[CH:7][C:8]([O:9][CH2:10][C:11]([OH:13])=[O:12])=[CH:18][CH:19]=1, predict the reactants needed to synthesize it. The reactants are: [O:1]=[C:2]([C:20]1[S:21][C:22]([C:25]2[CH:30]=[CH:29][C:28]([C:31]([F:34])([F:33])[F:32])=[CH:27][CH:26]=2)=[CH:23][CH:24]=1)[CH2:3][CH2:4][C:5]1[CH:19]=[CH:18][C:8]([O:9][CH2:10][C:11]([O:13]C(C)(C)C)=[O:12])=[CH:7][CH:6]=1.FC(F)(F)C(O)=O. (3) Given the product [CH3:12][O:11][C:7]1[CH:6]=[C:5]([NH:13][C:14]2[N:19]=[CH:18][C:17]3[CH2:23][N:22]([C:24]([O:27][CH3:28])=[O:29])[CH2:21][C:16]=3[N:15]=2)[CH:4]=[C:3]([O:2][CH3:1])[C:8]=1[O:9][CH3:10], predict the reactants needed to synthesize it. The reactants are: [CH3:1][O:2][C:3]1[CH:4]=[C:5]([NH:13][C:14]2[N:15]=[CH:16][C:17]3[CH2:23][NH:22][CH2:21]C[C:18]=3[N:19]=2)[CH:6]=[C:7]([O:11][CH3:12])[C:8]=1[O:9][CH3:10].[C:24](=[O:29])([O:27][CH3:28])OC.C(N(C(C)C)CC)(C)C. (4) Given the product [C:22]([O:33][C@H:34]([CH2:39][CH2:40][CH2:41][CH2:42][CH2:43][CH2:44][CH2:45][CH2:46][CH2:47][CH2:48][CH3:49])[CH2:35][C:36]([NH:1][CH2:2][CH2:3][OH:4])=[O:38])(=[O:32])[CH2:23][CH2:24][CH2:25][CH2:26][CH2:27][CH2:28][CH2:29][CH2:30][CH3:31], predict the reactants needed to synthesize it. The reactants are: [NH2:1][CH2:2][CH2:3][O:4][Si](C(C)(C)C)(C1C=CC=CC=1)C1C=CC=CC=1.[C:22]([O:33][C@H:34]([CH2:39][CH2:40][CH2:41][CH2:42][CH2:43][CH2:44][CH2:45][CH2:46][CH2:47][CH2:48][CH3:49])[CH2:35][C:36]([OH:38])=O)(=[O:32])[CH2:23][CH2:24][CH2:25][CH2:26][CH2:27][CH2:28][CH2:29][CH2:30][CH3:31].C(Cl)CCl.CI.CCCC[N+](CCCC)(CCCC)CCCC.[F-]. (5) Given the product [C:1]([C:3]1[CH:4]=[C:5]([C:13]2[S:17][C:16]([C:18]3[CH:26]=[CH:25][CH:24]=[C:23]4[C:19]=3[CH2:20][CH2:21][C@@H:22]4[NH:27][S:28]([CH2:31][C:32]([OH:34])=[O:33])(=[O:29])=[O:30])=[N:15][N:14]=2)[CH:6]=[CH:7][C:8]=1[O:9][CH:10]([CH3:12])[CH3:11])#[N:2], predict the reactants needed to synthesize it. The reactants are: [C:1]([C:3]1[CH:4]=[C:5]([C:13]2[S:17][C:16]([C:18]3[CH:26]=[CH:25][CH:24]=[C:23]4[C:19]=3[CH2:20][CH2:21][C@@H:22]4[NH:27][S:28]([CH2:31][C:32]([O:34]CC)=[O:33])(=[O:30])=[O:29])=[N:15][N:14]=2)[CH:6]=[CH:7][C:8]=1[O:9][CH:10]([CH3:12])[CH3:11])#[N:2].[OH-].[Na+]. (6) Given the product [Cl:1][C:2]1[CH:10]=[C:9]2[C:5]([C:6]([C:13](=[O:14])[C:12]([F:23])([F:22])[F:11])=[CH:7][NH:8]2)=[CH:4][CH:3]=1, predict the reactants needed to synthesize it. The reactants are: [Cl:1][C:2]1[CH:10]=[C:9]2[C:5]([CH:6]=[CH:7][NH:8]2)=[CH:4][CH:3]=1.[F:11][C:12]([F:23])([F:22])[C:13](O[C:13](=[O:14])[C:12]([F:23])([F:22])[F:11])=[O:14]. (7) Given the product [CH3:3]/[C:4](/[CH:11]=[CH:12]/[CH:13]=[C:14](\[CH3:26])/[CH2:15][CH2:16]/[CH:17]=[C:18](\[CH3:25])/[CH2:19][CH2:20][CH:21]=[C:22]([CH3:24])[CH3:23])=[CH:5]\[C:6]([OH:8])=[O:7], predict the reactants needed to synthesize it. The reactants are: [OH-].[K+].[CH3:3]/[C:4](/[CH:11]=[CH:12]/[CH:13]=[C:14](\[CH3:26])/[CH2:15][CH2:16]/[CH:17]=[C:18](\[CH3:25])/[CH2:19][CH2:20][CH:21]=[C:22]([CH3:24])[CH3:23])=[CH:5]\[C:6]([O:8]CC)=[O:7].O.